Dataset: Reaction yield outcomes from USPTO patents with 853,638 reactions. Task: Predict the reaction yield, written as a fraction of the theoretical maximum amount of product (1.0 means a 100% yield; for example, 0.34 means a 34% yield). (1) The reactants are [Cl:1][C:2]1[CH:27]=[CH:26][C:5]([CH2:6][NH:7][C:8]([C:10]2[CH:11]=[N:12][C:13]3[C:18]([C:19]=2[OH:20])=[CH:17][C:16]([C:21]#[C:22][CH2:23][OH:24])=[C:15]([CH3:25])[N:14]=3)=[O:9])=[CH:4][CH:3]=1.[C:28](=O)([O-])[O-].[K+].[K+].CI. The catalyst is CN(C=O)C.O. The product is [Cl:1][C:2]1[CH:3]=[CH:4][C:5]([CH2:6][NH:7][C:8]([C:10]2[C:19](=[O:20])[C:18]3[C:13](=[N:14][C:15]([CH3:25])=[C:16]([C:21]#[C:22][CH2:23][OH:24])[CH:17]=3)[N:12]([CH3:28])[CH:11]=2)=[O:9])=[CH:26][CH:27]=1. The yield is 0.860. (2) The reactants are C(OC([NH:8][C:9]1[N:14]=[CH:13][C:12]([CH2:15][CH:16]([CH2:20][P:21]([OH:32])([CH2:23][CH2:24][CH2:25][C:26]2[CH:31]=[CH:30][CH:29]=[CH:28][CH:27]=2)=[O:22])[C:17]([OH:19])=[O:18])=[CH:11][CH:10]=1)=O)(C)(C)C. The catalyst is C(OC(=O)C)C. The product is [NH2:8][C:9]1[N:14]=[CH:13][C:12]([CH2:15][CH:16]([CH2:20][P:21]([OH:32])([CH2:23][CH2:24][CH2:25][C:26]2[CH:27]=[CH:28][CH:29]=[CH:30][CH:31]=2)=[O:22])[C:17]([OH:19])=[O:18])=[CH:11][CH:10]=1. The yield is 0.930. (3) The yield is 0.260. The catalyst is ClCCl. The product is [C:1]([C:4]1[CH:5]=[C:6]2[C:14](=[CH:15][CH:16]=1)[N:13]([CH2:17][CH2:18][CH3:19])[C:12]1[CH:11]=[CH:10][CH:9]=[C:8]([C:20]#[N:22])[C:7]2=1)(=[O:3])[CH3:2]. The reactants are [C:1]([C:4]1[CH:5]=[C:6]2[C:14](=[CH:15][CH:16]=1)[N:13]([CH2:17][CH2:18][CH3:19])[C:12]1[CH:11]=[CH:10][CH:9]=[C:8]([C:20]([NH2:22])=O)[C:7]2=1)(=[O:3])[CH3:2].C(N(CC)CC)C.FC(F)(F)C(OC(=O)C(F)(F)F)=O. (4) The product is [ClH:1].[F:8][C:9]1[CH:10]=[C:11]([NH:20][C:21]([C@H:23]2[C:32]3[C:27](=[CH:28][C:29]([CH2:33][O:34][CH3:35])=[CH:30][CH:31]=3)[CH2:26][CH2:25][NH:24]2)=[O:22])[CH:12]=[C:13]2[C:17]=1[C:16]([CH3:19])([CH3:18])[CH2:15][CH2:14]2. The reactants are [ClH:1].C(OCC)(=O)C.[F:8][C:9]1[CH:10]=[C:11]([NH:20][C:21]([C@H:23]2[C:32]3[C:27](=[CH:28][C:29]([CH2:33][O:34][CH3:35])=[CH:30][CH:31]=3)[CH2:26][CH2:25][N:24]2C(OC(C)(C)C)=O)=[O:22])[CH:12]=[C:13]2[C:17]=1[C:16]([CH3:19])([CH3:18])[CH2:15][CH2:14]2. The yield is 1.09. The catalyst is C(OCC)(=O)C. (5) The yield is 0.640. The catalyst is C(O)C. The product is [ClH:30].[ClH:30].[CH2:1]1[C:11]2=[C:12]3[C:7](=[CH:8][CH:9]=[CH:10]2)[CH2:6][CH2:5][N:4]([CH2:13][CH2:14][CH2:15][NH2:16])[CH:3]3[CH2:2]1. The reactants are [CH2:1]1[C:11]2=[C:12]3[C:7](=[CH:8][CH:9]=[CH:10]2)[CH2:6][CH2:5][N:4]([CH2:13][CH2:14][CH2:15][N:16]2C(=O)C4C(=CC=CC=4)C2=O)[CH:3]3[CH2:2]1.O.NN.[ClH:30]. (6) The reactants are Cl[C:2]1[N:7]=[C:6]([C:8]2[N:12]3[CH:13]=[CH:14][CH:15]=[CH:16][C:11]3=[N:10][C:9]=2[C:17]2[CH:18]=[CH:19][C:20]([O:34][CH2:35][CH3:36])=[C:21]([CH:33]=2)[C:22]([NH:24][C:25]2[C:30]([F:31])=[CH:29][CH:28]=[CH:27][C:26]=2[F:32])=[O:23])[CH:5]=[CH:4][N:3]=1.[CH2:37]([C:39]1[C:40]([N:49]2[CH2:54][CH2:53][N:52]([CH2:55][CH2:56][S:57]([CH3:60])(=[O:59])=[O:58])[CH2:51][CH2:50]2)=[CH:41][C:42]([O:46][CH2:47][CH3:48])=[C:43]([NH2:45])[CH:44]=1)[CH3:38].C1(C)C=CC(S(O)(=O)=O)=CC=1.N. The catalyst is C(O)C(F)(F)F.CO. The product is [F:32][C:26]1[CH:27]=[CH:28][CH:29]=[C:30]([F:31])[C:25]=1[NH:24][C:22](=[O:23])[C:21]1[CH:33]=[C:17]([C:9]2[N:10]=[C:11]3[CH:16]=[CH:15][CH:14]=[CH:13][N:12]3[C:8]=2[C:6]2[CH:5]=[CH:4][N:3]=[C:2]([NH:45][C:43]3[CH:44]=[C:39]([CH2:37][CH3:38])[C:40]([N:49]4[CH2:54][CH2:53][N:52]([CH2:55][CH2:56][S:57]([CH3:60])(=[O:59])=[O:58])[CH2:51][CH2:50]4)=[CH:41][C:42]=3[O:46][CH2:47][CH3:48])[N:7]=2)[CH:18]=[CH:19][C:20]=1[O:34][CH2:35][CH3:36]. The yield is 0.300. (7) The product is [CH2:14]([O:16][C:17](=[O:24])[CH2:18][C:19]1[N:11]=[C:9]([C:8]2[CH:7]=[CH:6][C:5]([C:1]([CH3:4])([CH3:2])[CH3:3])=[CH:13][CH:12]=2)[O:10][C:20]=1[CH3:21])[CH3:15]. The reactants are [C:1]([C:5]1[CH:13]=[CH:12][C:8]([C:9]([NH2:11])=[O:10])=[CH:7][CH:6]=1)([CH3:4])([CH3:3])[CH3:2].[CH2:14]([O:16][C:17](=[O:24])[CH2:18][C:19](=O)[CH:20](Br)[CH3:21])[CH3:15].C1(C)C=CC(S(O)(=O)=O)=CC=1. The catalyst is C(O)C.C(OCC)(=O)C. The yield is 0.140.